From a dataset of NCI-60 drug combinations with 297,098 pairs across 59 cell lines. Regression. Given two drug SMILES strings and cell line genomic features, predict the synergy score measuring deviation from expected non-interaction effect. (1) Drug 1: C1=NC2=C(N1)C(=S)N=C(N2)N. Drug 2: CCC(=C(C1=CC=CC=C1)C2=CC=C(C=C2)OCCN(C)C)C3=CC=CC=C3.C(C(=O)O)C(CC(=O)O)(C(=O)O)O. Cell line: SF-268. Synergy scores: CSS=9.18, Synergy_ZIP=-2.65, Synergy_Bliss=-0.140, Synergy_Loewe=-15.1, Synergy_HSA=-4.15. (2) Drug 1: C1=CC(=C2C(=C1NCCNCCO)C(=O)C3=C(C=CC(=C3C2=O)O)O)NCCNCCO. Drug 2: CC1C(C(CC(O1)OC2CC(CC3=C2C(=C4C(=C3O)C(=O)C5=C(C4=O)C(=CC=C5)OC)O)(C(=O)CO)O)N)O.Cl. Cell line: HCT116. Synergy scores: CSS=39.8, Synergy_ZIP=-7.85, Synergy_Bliss=-13.1, Synergy_Loewe=-9.21, Synergy_HSA=-7.68. (3) Drug 1: COC1=C(C=C2C(=C1)N=CN=C2NC3=CC(=C(C=C3)F)Cl)OCCCN4CCOCC4. Drug 2: CC1=C(C(=CC=C1)Cl)NC(=O)C2=CN=C(S2)NC3=CC(=NC(=N3)C)N4CCN(CC4)CCO. Cell line: HCC-2998. Synergy scores: CSS=-3.11, Synergy_ZIP=-0.277, Synergy_Bliss=-1.17, Synergy_Loewe=-5.24, Synergy_HSA=-5.12.